This data is from Peptide-MHC class I binding affinity with 185,985 pairs from IEDB/IMGT. The task is: Regression. Given a peptide amino acid sequence and an MHC pseudo amino acid sequence, predict their binding affinity value. This is MHC class I binding data. (1) The peptide sequence is GPEHSVADY. The MHC is HLA-A24:02 with pseudo-sequence HLA-A24:02. The binding affinity (normalized) is 0. (2) The peptide sequence is LPRERFRKT. The MHC is HLA-A25:01 with pseudo-sequence HLA-A25:01. The binding affinity (normalized) is 0.0847. (3) The peptide sequence is MVLSGTLAY. The MHC is HLA-A26:01 with pseudo-sequence HLA-A26:01. The binding affinity (normalized) is 0.424.